From a dataset of Full USPTO retrosynthesis dataset with 1.9M reactions from patents (1976-2016). Predict the reactants needed to synthesize the given product. Given the product [C:1]([C:3]1[CH:4]=[C:5]([C:6]2[O:8][N:40]=[C:39]([C:41]3[CH:50]=[CH:49][CH:48]=[C:47]4[C:42]=3[CH2:43][CH2:44][CH2:45][C@@H:46]4[NH:51][C:52](=[O:58])[O:53][C:54]([CH3:56])([CH3:55])[CH3:57])[N:38]=2)[CH:9]=[CH:10][C:11]=1[O:12][CH:13]([CH3:15])[CH3:14])#[N:2], predict the reactants needed to synthesize it. The reactants are: [C:1]([C:3]1[CH:4]=[C:5]([CH:9]=[CH:10][C:11]=1[O:12][CH:13]([CH3:15])[CH3:14])[C:6]([OH:8])=O)#[N:2].C1C=CC2N(O)N=NC=2C=1.CCN=C=NCCCN(C)C.O[NH:38][C:39]([C:41]1[CH:50]=[CH:49][CH:48]=[C:47]2[C:42]=1[CH2:43][CH2:44][CH2:45][C@@H:46]2[NH:51][C:52](=[O:58])[O:53][C:54]([CH3:57])([CH3:56])[CH3:55])=[NH:40].